From a dataset of Catalyst prediction with 721,799 reactions and 888 catalyst types from USPTO. Predict which catalyst facilitates the given reaction. Reactant: [F:1][C@@H:2]1[C@@H:7]2[O:8]C(C3C=CC=CC=3)[O:10][CH2:11][C@H:6]2[O:5][CH2:4][C@H:3]1[N:18]1[CH:26]=[N:25][C:24]2[C:19]1=[N:20][CH:21]=[N:22][C:23]=2[NH2:27]. The catalyst class is: 86. Product: [NH2:27][C:23]1[N:22]=[CH:21][N:20]=[C:19]2[C:24]=1[N:25]=[CH:26][N:18]2[C@@H:3]1[CH2:4][O:5][C@H:6]([CH2:11][OH:10])[C@@H:7]([OH:8])[C@H:2]1[F:1].